From a dataset of Peptide-MHC class I binding affinity with 185,985 pairs from IEDB/IMGT. Regression. Given a peptide amino acid sequence and an MHC pseudo amino acid sequence, predict their binding affinity value. This is MHC class I binding data. (1) The peptide sequence is KPKHLYVSM. The MHC is HLA-A80:01 with pseudo-sequence HLA-A80:01. The binding affinity (normalized) is 0.0847. (2) The peptide sequence is YSLEYFQFVKK. The MHC is HLA-C06:02 with pseudo-sequence HLA-C06:02. The binding affinity (normalized) is 0.0847. (3) The peptide sequence is LSDAIFDDL. The binding affinity (normalized) is 0.0847. The MHC is HLA-B46:01 with pseudo-sequence HLA-B46:01. (4) The peptide sequence is YVDIYAASV. The MHC is HLA-C04:01 with pseudo-sequence HLA-C04:01. The binding affinity (normalized) is 0.0847. (5) The peptide sequence is LVGNTLTTC. The MHC is HLA-B46:01 with pseudo-sequence HLA-B46:01. The binding affinity (normalized) is 0.0847. (6) The peptide sequence is QWLPTGTLL. The MHC is HLA-A01:01 with pseudo-sequence HLA-A01:01. The binding affinity (normalized) is 0.